From a dataset of Reaction yield outcomes from USPTO patents with 853,638 reactions. Predict the reaction yield, written as a fraction of the theoretical maximum amount of product (1.0 means a 100% yield; for example, 0.34 means a 34% yield). (1) The reactants are [CH2:1]([N:8]1[C:13]2[S:14][CH:15]=[C:16]([CH3:17])[C:12]=2[C:11](=[O:18])O[C:9]1=[O:19])[C:2]1[CH:7]=[CH:6][CH:5]=[CH:4][CH:3]=1.[CH2:20]([O:22][C:23]([C:25]1C(=O)N(CC2C=CC=CC=2)C2SC=CC=2C=1O)=[O:24])[CH3:21]. No catalyst specified. The product is [CH2:20]([O:22][C:23]([C:25]1[C:9](=[O:19])[N:8]([CH2:1][C:2]2[CH:3]=[CH:4][CH:5]=[CH:6][CH:7]=2)[C:13]2[S:14][CH:15]=[C:16]([CH3:17])[C:12]=2[C:11]=1[OH:18])=[O:24])[CH3:21]. The yield is 0.800. (2) The reactants are [O:1]=[C:2]1[C:11]2[C:10]([NH:12]C(=O)C)=[CH:9][CH:8]=[CH:7][C:6]=2[CH2:5][CH2:4][CH2:3]1.C([O-])([O-])=O.[Na+].[Na+].[OH-].[Na+]. The catalyst is Cl. The product is [NH2:12][C:10]1[CH:9]=[CH:8][CH:7]=[C:6]2[C:11]=1[C:2](=[O:1])[CH2:3][CH2:4][CH2:5]2. The yield is 0.560. (3) The reactants are [CH:1]([N:14]1[C:22]2[C:17](=[CH:18][C:19]([Cl:23])=[CH:20][CH:21]=2)[C:16]([CH2:24][CH2:25][O:26]C2C=CC(C(OC)=O)=CC=2)=[C:15]1[CH2:37][CH2:38][NH:39][S:40]([CH2:43][S:44][C:45]1[CH:50]=[CH:49][C:48]([Cl:51])=[C:47]([Cl:52])[CH:46]=1)(=[O:42])=[O:41])([C:8]1[CH:13]=[CH:12][CH:11]=[CH:10][CH:9]=1)[C:2]1[CH:7]=[CH:6][CH:5]=[CH:4][CH:3]=1.[CH:53]1[CH:58]=[C:57](Cl)[CH:56]=[C:55]([C:60]([O:62]O)=[O:61])[CH:54]=1.C1C[O:67]CC1. No catalyst specified. The product is [CH:1]([N:14]1[C:22]2[C:17](=[CH:18][C:19]([Cl:23])=[CH:20][CH:21]=2)[C:16]([CH2:24][CH2:25][O:26][C:58]2[CH:57]=[CH:56][C:55]([C:60]([OH:62])=[O:61])=[CH:54][CH:53]=2)=[C:15]1[CH2:37][CH2:38][NH:39][S:40]([CH2:43][S:44]([C:45]1[CH:50]=[CH:49][C:48]([Cl:51])=[C:47]([Cl:52])[CH:46]=1)=[O:67])(=[O:42])=[O:41])([C:8]1[CH:13]=[CH:12][CH:11]=[CH:10][CH:9]=1)[C:2]1[CH:3]=[CH:4][CH:5]=[CH:6][CH:7]=1. The yield is 0.420. (4) The reactants are CI.[C:3]([O-:6])([O-])=O.[K+].[K+].[Br:9][C:10]1[CH:15]=[C:14]([F:16])[C:13](O)=[C:12]([F:18])[CH:11]=1.C(OCC)(=O)C. The catalyst is CN(C=O)C. The product is [Br:9][C:10]1[CH:15]=[C:14]([F:16])[C:13]([O:6][CH3:3])=[C:12]([F:18])[CH:11]=1. The yield is 0.670.